From a dataset of Reaction yield outcomes from USPTO patents with 853,638 reactions. Predict the reaction yield, written as a fraction of the theoretical maximum amount of product (1.0 means a 100% yield; for example, 0.34 means a 34% yield). The reactants are [C:1]([C:5]1[CH:10]=[CH:9][C:8](Br)=[CH:7][CH:6]=1)([CH3:4])([CH3:3])[CH3:2].[CH3:12][C:13]1[CH:18]=[CH:17][CH:16]=[CH:15][C:14]=1B(O)O.[O-]P([O-])([O-])=O.[K+].[K+].[K+]. The catalyst is C1(C)C=CC=CC=1. The product is [CH3:12][C:13]1[CH:18]=[CH:17][CH:16]=[CH:15][C:14]=1[C:8]1[CH:9]=[CH:10][C:5]([C:1]([CH3:4])([CH3:3])[CH3:2])=[CH:6][CH:7]=1. The yield is 0.970.